Dataset: Forward reaction prediction with 1.9M reactions from USPTO patents (1976-2016). Task: Predict the product of the given reaction. (1) Given the reactants Cl.[NH2:2][CH2:3][CH2:4][C:5]1[CH:12]=[CH:11][C:9]([OH:10])=[C:7]([OH:8])[CH:6]=1.[OH-].[Na+].Cl, predict the reaction product. The product is: [NH2:2][CH2:3][CH2:4][C:5]1[CH:12]=[CH:11][C:9]([OH:10])=[C:7]([OH:8])[CH:6]=1. (2) Given the reactants [CH3:1][C:2]1[CH:3]=[C:4]([CH:8]([C:20]2[CH:25]=[CH:24][CH:23]=[C:22]([CH3:26])[CH:21]=2)[N:9]2[CH:14]=[CH:13][CH:12]=[C:11]([C:15]([O:17]C)=[O:16])[C:10]2=[O:19])[CH:5]=[CH:6][CH:7]=1, predict the reaction product. The product is: [CH3:1][C:2]1[CH:3]=[C:4]([CH:8]([C:20]2[CH:25]=[CH:24][CH:23]=[C:22]([CH3:26])[CH:21]=2)[N:9]2[CH:14]=[CH:13][CH:12]=[C:11]([C:15]([OH:17])=[O:16])[C:10]2=[O:19])[CH:5]=[CH:6][CH:7]=1. (3) Given the reactants Br[C:2]1[CH:3]=[CH:4][C:5]2[C:11]3[S:12][C:13]([C:15]([N:17]([C:19]4[CH:24]=[CH:23][CH:22]=[CH:21][C:20]=4[Cl:25])[CH3:18])=[O:16])=[CH:14][C:10]=3[CH2:9][CH2:8][O:7][C:6]=2[CH:26]=1.C(C(N)CN(C)[C:34](=O)[OH:35])(C)(C)C.[C:39]([N:46]([CH3:50])[CH2:47][CH2:48][NH2:49])([O:41][C:42]([CH3:45])([CH3:44])[CH3:43])=[O:40], predict the reaction product. The product is: [Cl:25][C:20]1[CH:21]=[CH:22][CH:23]=[CH:24][C:19]=1[N:17]([CH3:18])[C:15]([C:13]1[S:12][C:11]2[C:5]3[CH:4]=[CH:3][C:2]([C:34]([NH:49][CH2:48][CH2:47][N:46]([CH3:50])[C:39](=[O:40])[O:41][C:42]([CH3:43])([CH3:44])[CH3:45])=[O:35])=[CH:26][C:6]=3[O:7][CH2:8][CH2:9][C:10]=2[CH:14]=1)=[O:16]. (4) Given the reactants C1C=CC(P(C2C=CC3C(=CC=CC=3)C=2C2C3C(=CC=CC=3)C=CC=2P(C2C=CC=CC=2)C2C=CC=CC=2)C2C=CC=CC=2)=CC=1.Cl[C:48]1[N:53]=[C:52]([C:54]2[CH:55]=[N:56][CH:57]=[C:58]([Cl:60])[CH:59]=2)[C:51]2[N:61]([CH2:76][C@H:77]3[CH2:82][CH2:81][C@H:80]([CH3:83])[CH2:79][CH2:78]3)[C:62]([N:64]3[CH2:69][CH2:68][O:67][CH2:66][C@H:65]3[C:70]3[CH:75]=[CH:74][CH:73]=[CH:72][CH:71]=3)=[N:63][C:50]=2[CH:49]=1.[CH3:84][N:85](C)C(=O)C, predict the reaction product. The product is: [Cl:60][C:58]1[CH:59]=[C:54]([C:52]2[C:51]3[N:61]([CH2:76][C@H:77]4[CH2:82][CH2:81][C@H:80]([CH3:83])[CH2:79][CH2:78]4)[C:62]([N:64]4[CH2:69][CH2:68][O:67][CH2:66][C@H:65]4[C:70]4[CH:75]=[CH:74][CH:73]=[CH:72][CH:71]=4)=[N:63][C:50]=3[CH:49]=[C:48]([C:84]#[N:85])[N:53]=2)[CH:55]=[N:56][CH:57]=1.